The task is: Regression/Classification. Given a drug SMILES string, predict its absorption, distribution, metabolism, or excretion properties. Task type varies by dataset: regression for continuous measurements (e.g., permeability, clearance, half-life) or binary classification for categorical outcomes (e.g., BBB penetration, CYP inhibition). Dataset: cyp3a4_veith.. This data is from CYP3A4 inhibition data for predicting drug metabolism from PubChem BioAssay. (1) The drug is COCCCN1C(=O)C(=O)/C(=C(/O)c2ccc(OC(C)C)c(C)c2)C1c1ccncc1. The result is 0 (non-inhibitor). (2) The drug is FC(F)(F)c1nc(-c2cccnc2)ncc1-c1nnnn1-c1ccccc1. The result is 1 (inhibitor). (3) The drug is CCC(C)C(NS(=O)(=O)c1ccc(C)cc1)C(=O)Oc1ccc2c3c(c(=O)oc2c1)CCC3. The result is 1 (inhibitor). (4) The result is 0 (non-inhibitor). The compound is O=c1c(-c2ccccc2)nc2cnc(N3CCOCC3)nc2n1Cc1cccs1.